From a dataset of Reaction yield outcomes from USPTO patents with 853,638 reactions. Predict the reaction yield, written as a fraction of the theoretical maximum amount of product (1.0 means a 100% yield; for example, 0.34 means a 34% yield). The reactants are CCN(CC)CC.C([SiH](CC)CC)C.C([O:22][C:23]1[CH:32]=[C:31]2[C:26]([CH:27]=[CH:28][N:29]=[C:30]2[C:33]2[CH:34]=[N:35][N:36]([CH3:38])[CH:37]=2)=[CH:25][N:24]=1)C1C=CC=CC=1. The catalyst is C(Cl)Cl.CC([O-])=O.CC([O-])=O.[Pd+2]. The product is [CH3:38][N:36]1[CH:37]=[C:33]([C:30]2[N:29]=[CH:28][CH:27]=[C:26]3[C:31]=2[CH:32]=[C:23]([OH:22])[N:24]=[CH:25]3)[CH:34]=[N:35]1. The yield is 0.150.